Dataset: Forward reaction prediction with 1.9M reactions from USPTO patents (1976-2016). Task: Predict the product of the given reaction. (1) Given the reactants B(Br)(Br)Br.C[O:6][C:7]1[CH:12]=[CH:11][C:10]([C:13]2[C:21]3[C:20]([NH:22][C:23]4[CH:24]=[C:25]([CH:31]=[CH:32][CH:33]=4)[O:26][CH2:27][C:28]([OH:30])=[O:29])=[N:19][CH:18]=[N:17][C:16]=3[O:15][C:14]=2[C:34]2[CH:39]=[CH:38][CH:37]=[CH:36][CH:35]=2)=[CH:9][CH:8]=1.Cl, predict the reaction product. The product is: [OH:6][C:7]1[CH:12]=[CH:11][C:10]([C:13]2[C:21]3[C:20]([NH:22][C:23]4[CH:24]=[C:25]([CH:31]=[CH:32][CH:33]=4)[O:26][CH2:27][C:28]([OH:30])=[O:29])=[N:19][CH:18]=[N:17][C:16]=3[O:15][C:14]=2[C:34]2[CH:35]=[CH:36][CH:37]=[CH:38][CH:39]=2)=[CH:9][CH:8]=1. (2) Given the reactants C(OC(=O)[NH:7][CH:8]([C:11]1[NH:16][C:15](=[O:17])[C:14]2=[CH:18][CH:19]=[CH:20][N:13]2[N:12]=1)[CH2:9][CH3:10])(C)(C)C.[ClH:22].C(OCC)C, predict the reaction product. The product is: [ClH:22].[NH2:7][CH:8]([C:11]1[NH:16][C:15](=[O:17])[C:14]2=[CH:18][CH:19]=[CH:20][N:13]2[N:12]=1)[CH2:9][CH3:10]. (3) Given the reactants [O:1]1[C:5]2[CH:6]=[CH:7][CH:8]=[CH:9][C:4]=2[N:3]=[C:2]1[C:10]1[C:11]([N:25](C(OC(C)(C)C)=O)C(=O)OC(C)(C)C)=[N:12][CH:13]=[C:14](B2OC(C)(C)C(C)(C)O2)[CH:15]=1.Br[C:41]1[CH:42]=[N:43][N:44]([CH:48]2[CH2:53][CH2:52][N:51](C(OC(C)(C)C)=O)[CH2:50][CH2:49]2)[C:45]=1[CH2:46][OH:47].[F-].[Cs+], predict the reaction product. The product is: [NH2:25][C:11]1[N:12]=[CH:13][C:14]([C:41]2[CH:42]=[N:43][N:44]([CH:48]3[CH2:49][CH2:50][NH:51][CH2:52][CH2:53]3)[C:45]=2[CH2:46][OH:47])=[CH:15][C:10]=1[C:2]1[O:1][C:5]2[CH:6]=[CH:7][CH:8]=[CH:9][C:4]=2[N:3]=1.